From a dataset of Forward reaction prediction with 1.9M reactions from USPTO patents (1976-2016). Predict the product of the given reaction. (1) Given the reactants C(NC(C)C)(C)C.C([Li])CCC.Cl.[Br:14][C:15]1[CH:20]=[CH:19][N:18]=[CH:17][CH:16]=1.CN([CH:24]=[O:25])C, predict the reaction product. The product is: [Br:14][C:15]1[C:20]([CH:24]=[O:25])=[CH:19][N:18]=[CH:17][CH:16]=1. (2) The product is: [CH3:25][C:26]1[S:30][C:29]([C:31]([NH:1][C:2]2[CH:7]=[CH:6][C:5]([N:8]3[C:14](=[O:15])[CH2:13][C:12](=[O:16])[NH:11][C:10]4[C:17]5[C:22]([CH:23]=[CH:24][C:9]3=4)=[CH:21][CH:20]=[CH:19][CH:18]=5)=[CH:4][CH:3]=2)=[O:32])=[CH:28][CH:27]=1. Given the reactants [NH2:1][C:2]1[CH:7]=[CH:6][C:5]([N:8]2[C:14](=[O:15])[CH2:13][C:12](=[O:16])[NH:11][C:10]3[C:17]4[C:22]([CH:23]=[CH:24][C:9]2=3)=[CH:21][CH:20]=[CH:19][CH:18]=4)=[CH:4][CH:3]=1.[CH3:25][C:26]1[S:30][C:29]([C:31](O)=[O:32])=[CH:28][CH:27]=1.F[P-](F)(F)(F)(F)F.N1(OC(N(C)C)=[N+](C)C)C2C=CC=CC=2N=N1.C(N(CC)CC)C, predict the reaction product. (3) Given the reactants [N:1]1[C:10]2[C:5](=[CH:6][CH:7]=[CH:8][CH:9]=2)[CH:4]=[CH:3][C:2]=1[N:11]1[CH2:16][CH2:15][CH:14]([O:17][C:18]2[C:19]([N:24]3[CH2:29][CH2:28][CH:27]([OH:30])[CH2:26][CH2:25]3)=[N:20][CH:21]=[CH:22][N:23]=2)[CH2:13][CH2:12]1.CC(OI1(OC(C)=O)(OC(C)=O)OC(=O)C2C=CC=CC1=2)=O, predict the reaction product. The product is: [N:1]1[C:10]2[C:5](=[CH:6][CH:7]=[CH:8][CH:9]=2)[CH:4]=[CH:3][C:2]=1[N:11]1[CH2:12][CH2:13][CH:14]([O:17][C:18]2[C:19]([N:24]3[CH2:29][CH2:28][C:27](=[O:30])[CH2:26][CH2:25]3)=[N:20][CH:21]=[CH:22][N:23]=2)[CH2:15][CH2:16]1. (4) Given the reactants [N:1]1([C:7]2[N:12]=[CH:11][NH:10][C:9](=[O:13])[CH:8]=2)[CH2:6][CH2:5][NH:4][CH2:3][CH2:2]1.[Cl:14][C:15]1[CH:27]=[CH:26][CH:25]=[C:24]([F:28])[C:16]=1[CH2:17]N1CCNCC1.C(N(C(C)C)CC)(C)C, predict the reaction product. The product is: [Cl:14][C:15]1[CH:27]=[CH:26][CH:25]=[C:24]([F:28])[C:16]=1[CH2:17][N:4]1[CH2:5][CH2:6][N:1]([C:7]2[N:12]=[CH:11][NH:10][C:9](=[O:13])[CH:8]=2)[CH2:2][CH2:3]1. (5) Given the reactants [C:1]([O:5][C:6](=[O:9])[CH:7]=[CH2:8])([CH3:4])([CH3:3])[CH3:2].[CH3:23][CH2:24][CH2:25][CH2:26][N+]([CH2:23][CH2:24][CH2:25][CH3:26])([CH2:23][CH2:24][CH2:25][CH3:26])[CH2:23][CH2:24][CH2:25][CH3:26].[F-].O, predict the reaction product. The product is: [CH3:26][C:25]1[CH:24]=[C:23]([CH2:8][CH2:7][C:6]([O:5][C:1]([CH3:4])([CH3:3])[CH3:2])=[O:9])[CH:23]=[CH:24][C:25]=1[CH3:26]. (6) Given the reactants [Cl:1][C:2]1[N:11]=[C:10](Cl)[C:9]2[C:4](=[CH:5][CH:6]=[C:7]([I:13])[CH:8]=2)[N:3]=1.[CH:14]1([C:17]2[CH:18]=[C:19]([NH2:22])[NH:20][N:21]=2)[CH2:16][CH2:15]1, predict the reaction product. The product is: [Cl:1][C:2]1[N:11]=[C:10]([NH:22][C:19]2[NH:20][N:21]=[C:17]([CH:14]3[CH2:16][CH2:15]3)[CH:18]=2)[C:9]2[C:4](=[CH:5][CH:6]=[C:7]([I:13])[CH:8]=2)[N:3]=1. (7) Given the reactants [NH2:1][CH2:2][C:3]1[C:4]([F:20])=[C:5]([O:10][C:11]2[CH:12]=[C:13]([CH:16]=[C:17]([Cl:19])[CH:18]=2)[C:14]#[N:15])[C:6]([Cl:9])=[CH:7][CH:8]=1.[N:21]1[CH:26]=[CH:25][CH:24]=[CH:23][C:22]=1[C:27](O)=[O:28].CN(C(ON1N=NC2C=CC=NC1=2)=[N+](C)C)C.F[P-](F)(F)(F)(F)F.CCN(C(C)C)C(C)C, predict the reaction product. The product is: [Cl:9][C:6]1[CH:7]=[CH:8][C:3]([CH2:2][NH:1][C:27]([C:22]2[CH:23]=[CH:24][CH:25]=[CH:26][N:21]=2)=[O:28])=[C:4]([F:20])[C:5]=1[O:10][C:11]1[CH:12]=[C:13]([C:14]#[N:15])[CH:16]=[C:17]([Cl:19])[CH:18]=1.